Dataset: KCNQ2 potassium channel screen with 302,405 compounds. Task: Binary Classification. Given a drug SMILES string, predict its activity (active/inactive) in a high-throughput screening assay against a specified biological target. (1) The drug is o1c(c(C(=O)N\N=C(/c2ccc(NC(=O)c3cccnc3)cc2)C)cc1)C. The result is 0 (inactive). (2) The compound is Clc1ccc(S(=O)(=O)N2C(CC(O)C2)C(OCC(=O)c2c(n(c(=O)n(c2=O)C)C)N)=O)cc1. The result is 0 (inactive).